From a dataset of Forward reaction prediction with 1.9M reactions from USPTO patents (1976-2016). Predict the product of the given reaction. (1) Given the reactants [CH2:1]([N:8]1[C:17](=[O:18])[C:16]2[C:11](=[CH:12][C:13]([OH:20])=[C:14]([OH:19])[CH:15]=2)[N:10]=[CH:9]1)[C:2]1[CH:7]=[CH:6][CH:5]=[CH:4][CH:3]=1.CC1C=CC(S(O[C@@H:32]2[CH2:36][CH2:35][O:34][CH2:33]2)(=O)=O)=CC=1, predict the reaction product. The product is: [CH2:1]([N:8]1[C:17](=[O:18])[C:16]2[C:11](=[CH:12][C:13]([O:20][C@H:36]3[CH2:32][CH2:33][O:34][CH2:35]3)=[C:14]([O:19][C@H:32]3[CH2:36][CH2:35][O:34][CH2:33]3)[CH:15]=2)[N:10]=[CH:9]1)[C:2]1[CH:3]=[CH:4][CH:5]=[CH:6][CH:7]=1. (2) Given the reactants [CH2:1]([C:4]1[NH:5][C:6]2[C:11]([CH:12]=1)=[C:10]([C:13]([F:16])([F:15])[F:14])[C:9]([C:17]#[N:18])=[CH:8][CH:7]=2)[CH2:2][CH3:3].C([O-])([O-])=O.[Cs+].[Cs+].Cl[CH2:26][CH2:27][S:28][CH3:29].[I-].[K+], predict the reaction product. The product is: [CH3:29][S:28][CH2:27][CH2:26][N:5]1[C:6]2[C:11](=[C:10]([C:13]([F:15])([F:16])[F:14])[C:9]([C:17]#[N:18])=[CH:8][CH:7]=2)[CH:12]=[C:4]1[CH2:1][CH2:2][CH3:3]. (3) Given the reactants [NH:1]1[C:9]2[C:4](=[CH:5][CH:6]=[CH:7][CH:8]=2)[C:3]2([C:21]3[C:12](=[CH:13][C:14]4[O:19][CH2:18][CH2:17][O:16][C:15]=4[CH:20]=3)[O:11][CH2:10]2)[C:2]1=[O:22].[F:23][C:24]([F:34])([F:33])[C:25]1[CH:30]=[CH:29][N:28]=[C:27]([CH2:31]O)[CH:26]=1.C(P(CCCC)CCCC)CCC.N(C(OCC)=O)=NC(OCC)=O.Cl, predict the reaction product. The product is: [F:34][C:24]([F:23])([F:33])[C:25]1[CH:30]=[CH:29][N:28]=[C:27]([CH2:31][N:1]2[C:9]3[C:4](=[CH:5][CH:6]=[CH:7][CH:8]=3)[C:3]3([C:21]4[C:12](=[CH:13][C:14]5[O:19][CH2:18][CH2:17][O:16][C:15]=5[CH:20]=4)[O:11][CH2:10]3)[C:2]2=[O:22])[CH:26]=1. (4) Given the reactants F[C:2]1[CH:7]=[CH:6][C:5]([C:8]2[O:9][C:10]3[CH:16]=[CH:15][CH:14]=[CH:13][C:11]=3[N:12]=2)=C[C:3]=1[N+]([O-])=O.[O:20]1CCC(CCN)[CH2:22][CH2:21]1.C(N(CC)CC)C.[H][H], predict the reaction product. The product is: [O:20]1[CH2:3][CH2:2][CH:7]([CH2:6][CH2:5][C:8]2[O:9][C:10]3[CH:16]=[CH:15][CH:14]=[CH:13][C:11]=3[N:12]=2)[CH2:22][CH2:21]1. (5) Given the reactants [OH:1][CH2:2][CH2:3][CH2:4][N:5]1[CH:9]=[C:8]([C:10]2[CH:18]=[CH:17][C:16]([N+:19]([O-])=O)=[C:15]3[C:11]=2[CH2:12][N:13](C)[C:14]3=[O:22])[CH:7]=[N:6]1.NC1C=CC(Br)=CC=1C(NC)=O, predict the reaction product. The product is: [NH2:19][C:16]1[CH:17]=[CH:18][C:10]([C:8]2[CH:7]=[N:6][N:5]([CH2:4][CH2:3][CH2:2][OH:1])[CH:9]=2)=[CH:11][C:15]=1[C:14]([NH:13][CH3:12])=[O:22]. (6) Given the reactants [C:1]([O:5][C:6](=[O:29])[C:7]([O:10]/[N:11]=[C:12](/[C:16]1[N:17]=[C:18]([NH:21][C:22]([O:24][C:25]([CH3:28])([CH3:27])[CH3:26])=[O:23])[S:19][CH:20]=1)\[C:13](O)=[O:14])([CH3:9])[CH3:8])([CH3:4])([CH3:3])[CH3:2].CCN(C(C)C)C(C)C.CN(C(ON1N=NC2C=CC=NC1=2)=[N+](C)C)C.F[P-](F)(F)(F)(F)F.[NH2:63][C@@H:64]1[C:67](=[O:68])[NH:66][C@@H:65]1[CH2:69][N:70]1[CH:74]=[N:73][C:72]([CH2:75][NH:76][C:77](=[O:83])[O:78][C:79]([CH3:82])([CH3:81])[CH3:80])=[N:71]1, predict the reaction product. The product is: [C:79]([O:78][C:77]([NH:76][CH2:75][C:72]1[N:73]=[CH:74][N:70]([CH2:69][C@@H:65]2[C@H:64]([NH:63][C:13](=[O:14])/[C:12](=[N:11]\[O:10][C:7]([CH3:9])([CH3:8])[C:6]([O:5][C:1]([CH3:4])([CH3:3])[CH3:2])=[O:29])/[C:16]3[N:17]=[C:18]([NH:21][C:22]([O:24][C:25]([CH3:28])([CH3:27])[CH3:26])=[O:23])[S:19][CH:20]=3)[C:67](=[O:68])[NH:66]2)[N:71]=1)=[O:83])([CH3:80])([CH3:82])[CH3:81].